This data is from Full USPTO retrosynthesis dataset with 1.9M reactions from patents (1976-2016). The task is: Predict the reactants needed to synthesize the given product. (1) Given the product [NH2:17][C:11]1[CH:10]=[C:9]([N:4]2[CH2:5][C@H:6]([CH3:8])[NH:7][C@H:2]([CH3:1])[CH2:3]2)[CH:16]=[CH:15][C:12]=1[C:13]#[N:14], predict the reactants needed to synthesize it. The reactants are: [CH3:1][C@H:2]1[NH:7][C@@H:6]([CH3:8])[CH2:5][N:4]([C:9]2[CH:16]=[CH:15][C:12]([C:13]#[N:14])=[C:11]([N+:17]([O-])=O)[CH:10]=2)[CH2:3]1. (2) Given the product [CH:1]([O:4][C:5]1[CH:10]=[CH:9][C:8]([C:11]2[C:12]3[O:19][C:18](/[CH:20]=[C:22]4/[C:23](=[O:24])[NH:25][C:26](=[O:27])[S:28]/4)=[CH:17][C:13]=3[CH:14]=[N:15][CH:16]=2)=[CH:7][CH:6]=1)([CH3:2])[CH3:3], predict the reactants needed to synthesize it. The reactants are: [CH:1]([O:4][C:5]1[CH:10]=[CH:9][C:8]([C:11]2[C:12]3[O:19][C:18]([CH:20]=O)=[CH:17][C:13]=3[CH:14]=[N:15][CH:16]=2)=[CH:7][CH:6]=1)([CH3:3])[CH3:2].[CH2:22]1[S:28][C:26](=[O:27])[NH:25][C:23]1=[O:24].NCCC(O)=O. (3) Given the product [CH:8]([N:11]1[C:15]([C:16]2[N:25]=[C:24]3[C:23]4[CH:26]=[CH:27][C:28]([CH:30]5[CH2:35][CH2:34][N:33]([CH2:43][C:44]([N:46]([CH3:48])[CH3:47])=[O:45])[CH2:32][CH2:31]5)=[CH:29][C:22]=4[O:21][CH2:20][CH2:19][N:18]3[CH:17]=2)=[N:14][CH:13]=[N:12]1)([CH3:10])[CH3:9], predict the reactants needed to synthesize it. The reactants are: FC(F)(F)C(O)=O.[CH:8]([N:11]1[C:15]([C:16]2[N:25]=[C:24]3[N:18]([CH2:19][CH2:20][O:21][C:22]4[CH:29]=[C:28]([CH:30]5[CH2:35][CH2:34][NH:33][CH2:32][CH2:31]5)[CH:27]=[CH:26][C:23]=43)[CH:17]=2)=[N:14][CH:13]=[N:12]1)([CH3:10])[CH3:9].C(=O)([O-])[O-].[K+].[K+].Cl[CH2:43][C:44]([N:46]([CH3:48])[CH3:47])=[O:45]. (4) Given the product [C:1]([O:5][C:6](=[O:26])[C:7]([CH3:9])([S:10][C:11]1[S:12][CH:13]=[C:14]([CH2:16][CH2:17][O:18][C:19]2[N:24]=[CH:23][C:22]([C:33]3[CH:32]=[CH:31][C:30]([O:29][C:28]([F:27])([F:40])[F:41])=[CH:35][CH:34]=3)=[CH:21][N:20]=2)[N:15]=1)[CH3:8])([CH3:4])([CH3:3])[CH3:2], predict the reactants needed to synthesize it. The reactants are: [C:1]([O:5][C:6](=[O:26])[C:7]([S:10][C:11]1[S:12][CH:13]=[C:14]([CH2:16][CH2:17][O:18][C:19]2[N:24]=[CH:23][C:22](Br)=[CH:21][N:20]=2)[N:15]=1)([CH3:9])[CH3:8])([CH3:4])([CH3:3])[CH3:2].[F:27][C:28]([F:41])([F:40])[O:29][C:30]1[CH:35]=[CH:34][C:33](OB(O)O)=[CH:32][CH:31]=1.C(=O)([O-])[O-].[Na+].[Na+].O. (5) Given the product [F:22][C:19]1[CH:20]=[CH:21][C:16]([C@@H:14]([NH:13][C:4]2[N:3]=[C:2]([NH:23][C:24]3[CH:29]=[N:28][CH:27]=[CH:26][N:25]=3)[CH:7]=[C:6]([C:8]3[S:12][CH:11]=[N:10][CH:9]=3)[N:5]=2)[CH3:15])=[CH:17][CH:18]=1, predict the reactants needed to synthesize it. The reactants are: Cl[C:2]1[CH:7]=[C:6]([C:8]2[S:12][CH:11]=[N:10][CH:9]=2)[N:5]=[C:4]([NH:13][C@H:14]([C:16]2[CH:21]=[CH:20][C:19]([F:22])=[CH:18][CH:17]=2)[CH3:15])[N:3]=1.[NH2:23][C:24]1[CH:29]=[N:28][CH:27]=[CH:26][N:25]=1.P([O-])([O-])([O-])=O.[K+].[K+].[K+]. (6) Given the product [CH2:24]([O:23][C:20](=[O:22])[NH:1][C:4]1[CH:10]=[CH:9][C:7]([NH2:8])=[CH:6][CH:5]=1)[CH3:25], predict the reactants needed to synthesize it. The reactants are: [N+:1]([C:4]1[CH:10]=[CH:9][C:7]([NH2:8])=[CH:6][CH:5]=1)([O-])=O.C(N(C(C)C)CC)(C)C.[C:20]([O:23][CH2:24][CH3:25])(=[O:22])C.